This data is from Reaction yield outcomes from USPTO patents with 853,638 reactions. The task is: Predict the reaction yield, written as a fraction of the theoretical maximum amount of product (1.0 means a 100% yield; for example, 0.34 means a 34% yield). (1) The reactants are [Si:1]([O:8]S(C(F)(F)F)(=O)=O)([C:4]([CH3:7])([CH3:6])[CH3:5])([CH3:3])[CH3:2].O[C@@H:17]1[N:23]([C:24]([O:26][CH2:27][C:28]2[CH:33]=[CH:32][C:31]([NH:34][C:35](=[O:52])[C@@H:36]([NH:38][C:39](=[O:51])[C@@H:40]([NH:44][C:45]([O:47][CH2:48][CH:49]=[CH2:50])=[O:46])[CH:41]([CH3:43])[CH3:42])[CH3:37])=[CH:30][CH:29]=2)=[O:25])[C:22]2[CH:53]=[C:54]([O:59][Si:60]([CH:67]([CH3:69])[CH3:68])([CH:64]([CH3:66])[CH3:65])[CH:61]([CH3:63])[CH3:62])[C:55]([O:57][CH3:58])=[CH:56][C:21]=2[C:20](=[O:70])[N:19]2[CH:71]=[C:72](/[CH:74]=[CH:75]/[CH3:76])[CH2:73][C@@H:18]12.N1C(C)=CC=CC=1C. The catalyst is C(Cl)Cl. The product is [Si:1]([O:8][C@@H:17]1[N:23]([C:24]([O:26][CH2:27][C:28]2[CH:29]=[CH:30][C:31]([NH:34][C:35](=[O:52])[C@@H:36]([NH:38][C:39](=[O:51])[C@@H:40]([NH:44][C:45]([O:47][CH2:48][CH:49]=[CH2:50])=[O:46])[CH:41]([CH3:42])[CH3:43])[CH3:37])=[CH:32][CH:33]=2)=[O:25])[C:22]2[CH:53]=[C:54]([O:59][Si:60]([CH:61]([CH3:63])[CH3:62])([CH:67]([CH3:69])[CH3:68])[CH:64]([CH3:65])[CH3:66])[C:55]([O:57][CH3:58])=[CH:56][C:21]=2[C:20](=[O:70])[N:19]2[CH:71]=[C:72](/[CH:74]=[CH:75]/[CH3:76])[CH2:73][C@@H:18]12)([C:4]([CH3:7])([CH3:6])[CH3:5])([CH3:3])[CH3:2]. The yield is 0.570. (2) The reactants are CO[C:3](=[O:19])[C:4]1[CH:9]=[CH:8][C:7]([O:10][CH2:11][C:12]2[CH:17]=[CH:16][CH:15]=[CH:14][CH:13]=2)=[CH:6][C:5]=1[SH:18].Br[CH2:21][C:22]([O:24][C:25]([CH3:28])([CH3:27])[CH3:26])=[O:23].C[O-].[Na+].Cl. The catalyst is CN(C)C=O.C(OCC)(=O)C. The product is [C:25]([O:24][C:22]([C:21]1[S:18][C:5]2[CH:6]=[C:7]([O:10][CH2:11][C:12]3[CH:13]=[CH:14][CH:15]=[CH:16][CH:17]=3)[CH:8]=[CH:9][C:4]=2[C:3]=1[OH:19])=[O:23])([CH3:28])([CH3:27])[CH3:26]. The yield is 0.770. (3) The reactants are [H-].[Na+].[C:3]([O:11][CH2:12][CH3:13])(=[O:10])[CH2:4][C:5]([O:7][CH2:8][CH3:9])=[O:6].Br[CH2:15][CH2:16][CH:17]=[CH2:18]. The catalyst is CN(C=O)C. The product is [CH2:12]([O:11][C:3](=[O:10])[CH:4]([CH2:18][CH2:17][CH:16]=[CH2:15])[C:5]([O:7][CH2:8][CH3:9])=[O:6])[CH3:13]. The yield is 0.710. (4) The reactants are [CH2:1]([N:3]1[CH:7]=[C:6]([CH3:8])[C:5]([C:9]([OH:11])=O)=[N:4]1)[CH3:2].O1CCCC1.C(Cl)(=O)C(Cl)=O.[NH2:23][C:24]1[CH:25]=[C:26]([CH:43]=[CH:44][CH:45]=1)[O:27][C:28]1[CH:29]=[CH:30][C:31]2[N:32]([N:34]=[C:35]([NH:37][C:38]([CH:40]3[CH2:42][CH2:41]3)=[O:39])[N:36]=2)[CH:33]=1. The catalyst is CN(C)C=O.CN(C)C(=O)C. The product is [CH:40]1([C:38]([NH:37][C:35]2[N:36]=[C:31]3[CH:30]=[CH:29][C:28]([O:27][C:26]4[CH:25]=[C:24]([NH:23][C:9]([C:5]5[C:6]([CH3:8])=[CH:7][N:3]([CH2:1][CH3:2])[N:4]=5)=[O:11])[CH:45]=[CH:44][CH:43]=4)=[CH:33][N:32]3[N:34]=2)=[O:39])[CH2:41][CH2:42]1. The yield is 0.520. (5) The reactants are [F:1][C:2]([F:19])([F:18])[C:3]1[N:8]=[CH:7][C:6]([O:9][C:10]2[CH:17]=[CH:16][C:13]([CH:14]=O)=[CH:12][CH:11]=2)=[CH:5][CH:4]=1.[H-].[Na+].[CH2:22]1COCC1. The catalyst is [Br-].C[P+](C1C=CC=CC=1)(C1C=CC=CC=1)C1C=CC=CC=1. The product is [CH:14]([C:13]1[CH:16]=[CH:17][C:10]([O:9][C:6]2[CH:5]=[CH:4][C:3]([C:2]([F:19])([F:18])[F:1])=[N:8][CH:7]=2)=[CH:11][CH:12]=1)=[CH2:22]. The yield is 0.562. (6) The reactants are [CH3:1][NH:2][C:3]([C:5]1[C:13]2[C:8](=[CH:9][CH:10]=[C:11]([C:14]([O:16]C)=[O:15])[CH:12]=2)[NH:7][N:6]=1)=[O:4].O.[OH-].[Li+]. The catalyst is CO.O. The product is [CH3:1][NH:2][C:3]([C:5]1[C:13]2[C:8](=[CH:9][CH:10]=[C:11]([C:14]([OH:16])=[O:15])[CH:12]=2)[NH:7][N:6]=1)=[O:4]. The yield is 0.940.